Dataset: Full USPTO retrosynthesis dataset with 1.9M reactions from patents (1976-2016). Task: Predict the reactants needed to synthesize the given product. Given the product [N:26]1[CH:31]=[CH:30][CH:29]=[C:28]([C:32]([C:34]2[CH:39]=[CH:38][N:37]=[CH:36][N:35]=2)([OH:33])[CH:19]([C:20]2[CH:21]=[N:22][CH:23]=[CH:24][CH:25]=2)[C:15]2[CH:14]=[N:13][CH:18]=[CH:17][CH:16]=2)[CH:27]=1, predict the reactants needed to synthesize it. The reactants are: C(NC(C)C)(C)C.C([Li])CCC.[N:13]1[CH:18]=[CH:17][CH:16]=[C:15]([CH2:19][C:20]2[CH:21]=[N:22][CH:23]=[CH:24][CH:25]=2)[CH:14]=1.[N:26]1[CH:31]=[CH:30][CH:29]=[C:28]([C:32]([C:34]2[CH:39]=[CH:38][N:37]=[CH:36][N:35]=2)=[O:33])[CH:27]=1.